This data is from Full USPTO retrosynthesis dataset with 1.9M reactions from patents (1976-2016). The task is: Predict the reactants needed to synthesize the given product. (1) Given the product [CH2:4]([CH:5]([O:8][C:10]1[N:15]2[N:16]=[C:17]([CH3:28])[C:18]([C:19]3[C:20]([CH3:27])=[CH:21][C:22]([CH3:26])=[CH:23][C:24]=3[CH3:25])=[C:14]2[N:13]=[C:12]([CH3:29])[CH:11]=1)[CH2:6][CH3:7])[CH3:3], predict the reactants needed to synthesize it. The reactants are: [H-].[Na+].[CH3:3][CH2:4][CH:5]([OH:8])[CH2:6][CH3:7].Cl[C:10]1[N:15]2[N:16]=[C:17]([CH3:28])[C:18]([C:19]3[C:24]([CH3:25])=[CH:23][C:22]([CH3:26])=[CH:21][C:20]=3[CH3:27])=[C:14]2[N:13]=[C:12]([CH3:29])[CH:11]=1. (2) Given the product [CH3:1][C:2]1[CH:7]=[C:6]([O:8][CH:9]2[CH2:14][CH2:13][O:12][CH2:11][CH2:10]2)[CH:5]=[CH:4][C:3]=1[C:15]1[C:16]2[CH:23]=[C:22]([CH2:24][O:25][C:26]3[CH:27]=[CH:28][C:29]([C@@H:32]([C:39]#[C:40][CH3:41])[CH2:33][C:34]([OH:36])=[O:35])=[CH:30][CH:31]=3)[CH:21]=[CH:20][C:17]=2[S:18][CH:19]=1, predict the reactants needed to synthesize it. The reactants are: [CH3:1][C:2]1[CH:7]=[C:6]([O:8][CH:9]2[CH2:14][CH2:13][O:12][CH2:11][CH2:10]2)[CH:5]=[CH:4][C:3]=1[C:15]1[C:16]2[CH:23]=[C:22]([CH2:24][O:25][C:26]3[CH:31]=[CH:30][C:29]([C@@H:32]([C:39]#[C:40][CH3:41])[CH2:33][C:34]([O:36]CC)=[O:35])=[CH:28][CH:27]=3)[CH:21]=[CH:20][C:17]=2[S:18][CH:19]=1.[Li+].[OH-].Cl. (3) The reactants are: Br[C:2]1[CH:3]=[N:4][C:5]([C:8]([OH:10])=[O:9])=[N:6][CH:7]=1.[C:11]1(B(O)O)[CH:16]=[CH:15][CH:14]=[CH:13][CH:12]=1. Given the product [C:11]1([C:2]2[CH:3]=[N:4][C:5]([C:8]([OH:10])=[O:9])=[N:6][CH:7]=2)[CH:16]=[CH:15][CH:14]=[CH:13][CH:12]=1, predict the reactants needed to synthesize it. (4) Given the product [ClH:19].[Cl:19][C:20]1[CH:25]=[CH:24][C:23]([C:26]([F:28])([F:29])[F:27])=[CH:22][C:21]=1[O:30][CH2:12][C@@H:7]1[CH2:8][C@H:9]1[NH2:10], predict the reactants needed to synthesize it. The reactants are: Cl.FC(F)(F)C1C=CC=CC=1O[CH:7]1[CH2:12]C[NH:10][CH2:9][CH2:8]1.[Cl:19][C:20]1[CH:25]=[CH:24][C:23]([C:26]([F:29])([F:28])[F:27])=[CH:22][C:21]=1[OH:30].C(OC(=O)N[C@@H]1C[C@H]1CO)(C)(C)C.Cl. (5) Given the product [NH:6]1[C:5]2[CH:9]=[CH:10][C:2]([NH:1][C:12]([NH:11][C:14]3[CH:19]=[CH:18][C:17]([F:20])=[CH:16][CH:15]=3)=[S:13])=[CH:3][C:4]=2[N:8]=[CH:7]1, predict the reactants needed to synthesize it. The reactants are: [NH2:1][C:2]1[CH:10]=[CH:9][C:5]2[NH:6][CH:7]=[N:8][C:4]=2[CH:3]=1.[N:11]([C:14]1[CH:19]=[CH:18][C:17]([F:20])=[CH:16][CH:15]=1)=[C:12]=[S:13]. (6) Given the product [Cl:1][C:2]1[CH:3]=[C:4]([OH:26])[C:5]2[CH:6]=[N:7][N:8]([C:11]3[CH:16]=[CH:15][C:14]([OH:17])=[C:13]([F:25])[CH:12]=3)[C:9]=2[CH:10]=1, predict the reactants needed to synthesize it. The reactants are: [Cl:1][C:2]1[CH:3]=[C:4]([OH:26])[C:5]2[CH:6]=[N:7][N:8]([C:11]3[CH:16]=[CH:15][C:14]([O:17]CC4C=CC=CC=4)=[C:13]([F:25])[CH:12]=3)[C:9]=2[CH:10]=1.B(Br)(Br)Br.O.C([O-])(O)=O.[Na+]. (7) Given the product [CH3:38][CH:16]1[CH:17]2[C:22]3([CH3:37])[CH:21]([CH2:20][CH:18]2[O:19][CH:15]1[CH2:14][CH2:13][CH:12]([CH2:40][OH:39])[CH3:11])[CH:26]1[CH2:27][CH2:28][CH:29]2[CH2:34][CH:33]([OH:35])[CH2:32][CH2:31][C:30]2([CH3:36])[CH:25]1[CH2:24][CH2:23]3, predict the reactants needed to synthesize it. The reactants are: [Al+3].[Cl-].[Cl-].[Cl-].[H-].[H-].[H-].[H-].[Li+].[Al+3].[CH3:11][C@@H:12]1[CH2:40][O:39][C@@:15]2([O:19][C@H:18]3[CH2:20][C@H:21]4[C@@H:26]5[CH2:27][CH2:28][C@@H:29]6[CH2:34][C@@H:33]([OH:35])[CH2:32][CH2:31][C@:30]6([CH3:36])[C@H:25]5[CH2:24][CH2:23][C@:22]4([CH3:37])[C@H:17]3[C@@H:16]2[CH3:38])[CH2:14][CH2:13]1.